This data is from Forward reaction prediction with 1.9M reactions from USPTO patents (1976-2016). The task is: Predict the product of the given reaction. (1) Given the reactants Br[C:2]1[CH:7]=[CH:6][C:5]([NH:8][CH2:9]CO)=[C:4]([N+:12]([O-])=O)[CH:3]=1.C(OC(N1CCCC1CC(O)=O)=O)(C)(C)C, predict the reaction product. The product is: [N:12]1[C:4]2[CH:3]=[CH:2][CH:7]=[CH:6][C:5]=2[NH:8][CH:9]=1. (2) Given the reactants [F:1][C:2]1[CH:30]=[CH:29][C:5]([CH2:6][N:7]2[C:16]3[CH:15]=[CH:14][CH:13]=[CH:12][C:11]=3[C:10]3=[N:17][N:18]([C:21]4[CH:28]=[CH:27][CH:26]=[CH:25][C:22]=4[CH:23]=[O:24])[C:19](=[O:20])[C:9]3=[CH:8]2)=[CH:4][CH:3]=1.[BH4-].[Na+].ClC1C(=O)C(C#N)=C(C#N)C(=O)C=1Cl, predict the reaction product. The product is: [F:1][C:2]1[CH:3]=[CH:4][C:5]([CH2:6][N:7]2[C:16]3[CH:15]=[CH:14][CH:13]=[CH:12][C:11]=3[C:10]3=[N:17][N:18]([C:21]4[CH:28]=[CH:27][CH:26]=[CH:25][C:22]=4[CH2:23][OH:24])[C:19](=[O:20])[C:9]3=[CH:8]2)=[CH:29][CH:30]=1. (3) The product is: [CH3:14][C:15]1([CH3:31])[C:19]([CH3:21])([CH3:20])[O:18][B:17]([C:2]2[CH:7]=[CH:6][N:5]=[C:4]([NH:8][C:9]([CH:11]3[CH2:13][CH2:12]3)=[O:10])[CH:3]=2)[O:16]1. Given the reactants Br[C:2]1[CH:7]=[CH:6][N:5]=[C:4]([NH:8][C:9]([CH:11]2[CH2:13][CH2:12]2)=[O:10])[CH:3]=1.[CH3:14][C:15]1([CH3:31])[C:19]([CH3:21])([CH3:20])[O:18][B:17]([B:17]2[O:18][C:19]([CH3:21])([CH3:20])[C:15]([CH3:31])([CH3:14])[O:16]2)[O:16]1.C([O-])(=O)C.[K+], predict the reaction product. (4) Given the reactants CCl.ClC(C)(CC(C)(C)C)C.C(C1C=CC=C(C(C)(C)C)N=1)(C)(C)C.CC(=C)C.[C:30]1([C:36]([C:38]2[CH:43]=[CH:42][C:41](C(C3C=CC=CC=3)=C)=[CH:40][CH:39]=2)=[CH2:37])[CH:35]=[CH:34][CH:33]=[CH:32][CH:31]=1.C[Zn]C.[OH-].[NH4+].CO, predict the reaction product. The product is: [C:30]1([C:36]([C:38]2[CH:39]=[CH:40][CH:41]=[CH:42][CH:43]=2)=[CH2:37])[CH:35]=[CH:34][CH:33]=[CH:32][CH:31]=1. (5) Given the reactants [Cl:1][C:2]1[CH:3]=[C:4]2[C:8](=[CH:9][CH:10]=1)[N:7]([S:11]([C:14]1[CH:15]=[C:16]([CH:20]=[CH:21][CH:22]=1)[C:17](O)=[O:18])(=[O:13])=[O:12])[CH2:6][CH2:5]2.C(Cl)(=O)C(Cl)=O.[NH2:29][C:30]1[CH:39]=[CH:38][C:37]([Br:40])=[CH:36][C:31]=1[C:32]([O:34][CH3:35])=[O:33].NC1C=CC=CC=1, predict the reaction product. The product is: [Br:40][C:37]1[CH:38]=[CH:39][C:30]([NH:29][C:17](=[O:18])[C:16]2[CH:20]=[CH:21][CH:22]=[C:14]([S:11]([N:7]3[C:8]4[C:4](=[CH:3][C:2]([Cl:1])=[CH:10][CH:9]=4)[CH2:5][CH2:6]3)(=[O:13])=[O:12])[CH:15]=2)=[C:31]([CH:36]=1)[C:32]([O:34][CH3:35])=[O:33]. (6) Given the reactants [Si]([O:8][CH2:9][C@H:10]1[C@H:14]([O:15][CH:16]2[CH2:21][CH2:20][CH2:19][CH2:18][O:17]2)[CH2:13][C@@H:12]([Cl:22])[C@@H:11]1[CH2:23]/[CH:24]=[CH:25]\[CH2:26][CH2:27][CH2:28][C:29]([O:31][CH2:32][CH:33]=[CH2:34])=[O:30])(C(C)(C)C)(C)C, predict the reaction product. The product is: [Cl:22][C@H:12]1[C@H:11]([CH2:23]/[CH:24]=[CH:25]\[CH2:26][CH2:27][CH2:28][C:29]([O:31][CH2:32][CH:33]=[CH2:34])=[O:30])[C@@H:10]([CH2:9][OH:8])[C@H:14]([O:15][CH:16]2[CH2:21][CH2:20][CH2:19][CH2:18][O:17]2)[CH2:13]1. (7) The product is: [Br:1][C:2]1[CH:7]=[C:6]([F:8])[CH:5]=[CH:4][C:3]=1[CH:9]1[N:10]=[C:11]([N:22]2[CH:26]=[N:25][CH:24]=[N:23]2)[NH:12][C:13]([CH2:20][N:27]2[CH2:31][CH2:30][CH2:29][C@H:28]2[C:32]([OH:34])=[O:33])=[C:14]1[C:15]([O:17][CH2:18][CH3:19])=[O:16]. Given the reactants [Br:1][C:2]1[CH:7]=[C:6]([F:8])[CH:5]=[CH:4][C:3]=1[CH:9]1[C:14]([C:15]([O:17][CH2:18][CH3:19])=[O:16])=[C:13]([CH2:20]Br)[NH:12][C:11]([N:22]2[CH:26]=[N:25][CH:24]=[N:23]2)=[N:10]1.[NH:27]1[CH2:31][CH2:30][CH2:29][C@H:28]1[C:32]([OH:34])=[O:33], predict the reaction product.